This data is from Catalyst prediction with 721,799 reactions and 888 catalyst types from USPTO. The task is: Predict which catalyst facilitates the given reaction. (1) Reactant: [CH3:1][C:2]1[S:6][CH:5]=[C:4]([CH2:7][OH:8])[CH:3]=1.[CH:9]1([C:12]2[N:16]([CH3:17])[C:15]3[CH:18]=[C:19]([N:22]4[CH:27]=[CH:26][C:25]([OH:28])=[CH:24][C:23]4=[O:29])[CH:20]=[CH:21][C:14]=3[N:13]=2)[CH2:11][CH2:10]1.[CH2:30](P(CCCC)CCCC)CCC.N(C(N1CCCCC1)=O)=NC(N1CCCCC1)=O. Product: [CH:9]1([C:12]2[N:16]([CH3:17])[C:15]3[CH:18]=[C:19]([N:22]4[CH:27]=[CH:26][C:25]([O:8][CH2:7][C:4]5[CH:3]=[C:2]([CH3:1])[S:6][CH:5]=5)=[CH:24][C:23]4=[O:29])[CH:20]=[CH:21][C:14]=3[N:13]=2)[CH2:10][CH2:11]1.[CH:9]1([C:12]2[N:16]([CH3:17])[C:15]3[CH:18]=[C:19]([N:22]4[CH:27]=[CH:26][C:25]([O:28][CH2:7][C:4]5[CH:3]=[CH:2][S:6][C:5]=5[CH3:30])=[CH:24][C:23]4=[O:29])[CH:20]=[CH:21][C:14]=3[N:13]=2)[CH2:10][CH2:11]1. The catalyst class is: 1. (2) Reactant: [CH:1]([S:4][C:5](=[N:12][C:13]1[CH:18]=[CH:17][CH:16]=[CH:15][CH:14]=1)[CH2:6][CH2:7][Si](C)(C)C)([CH3:3])[CH3:2].[C:13]1([N:12]=[C:5]([S:4][CH:1]([CH3:2])[CH3:3])[CH2:6][CH3:7])[CH:14]=[CH:15][CH:16]=[CH:17][CH:18]=1.C(=O)([O-])[O-].[K+].[K+].[Cl-].[Na+]. The catalyst class is: 5. Product: [C:13]1([N:12]=[C:5]([S:4][CH:1]([CH3:2])[CH3:3])[CH2:6][CH3:7])[CH:18]=[CH:17][CH:16]=[CH:15][CH:14]=1. (3) Reactant: [C:1]([CH2:4][CH2:5][CH2:6][C:7]1([CH3:17])[C:15]2[C:10](=[CH:11][CH:12]=[CH:13][CH:14]=2)[N:9]=[C:8]1[CH3:16])([OH:3])=[O:2].Br[CH2:19][CH2:20][P:21](=[O:28])([O:25][CH2:26][CH3:27])[O:22][CH2:23][CH3:24].[ClH:29]. Product: [Cl-:29].[C:1]([CH2:4][CH2:5][CH2:6][C:7]1([CH3:17])[C:15]2[C:10](=[CH:11][CH:12]=[CH:13][CH:14]=2)[N+:9]([CH2:19][CH2:20][P:21]([O:25][CH2:26][CH3:27])([O:22][CH2:23][CH3:24])=[O:28])=[C:8]1[CH3:16])([OH:3])=[O:2]. The catalyst class is: 8. (4) Reactant: [Cl:1][C:2]1[C:3]([CH3:12])=[C:4]([S:8](Cl)(=[O:10])=[O:9])[CH:5]=[CH:6][CH:7]=1.N1C=CC=CC=1.[NH2:19][C:20]1[CH:21]=[C:22]2[C:27](=[CH:28][CH:29]=1)[N:26]=[CH:25][N:24]=[CH:23]2.C([O-])(O)=O.[Na+]. Product: [Cl:1][C:2]1[C:3]([CH3:12])=[C:4]([S:8]([NH:19][C:20]2[CH:21]=[C:22]3[C:27](=[CH:28][CH:29]=2)[N:26]=[CH:25][N:24]=[CH:23]3)(=[O:10])=[O:9])[CH:5]=[CH:6][CH:7]=1. The catalyst class is: 4. (5) Reactant: N.[O-:2][N+:3]1[C:8]2[CH:9]=[CH:10][CH:11]=[CH:12][C:7]=2[N+:6]([O-:13])=[C:5]([NH:14][CH2:15][CH2:16][N:17]([CH3:27])[CH2:18][CH2:19][NH:20][C:21](=[O:26])[C:22](F)(F)F)[N:4]=1.N1(C([C:35]2[C:48]3[C:39](=[N:40][C:41]4[C:46]([N:47]=3)=C[CH:44]=[CH:43][CH:42]=4)[CH:38]=[CH:37][CH:36]=2)=O)C=CN=C1. Product: [O-:2][N+:3]1[C:8]2[CH:9]=[CH:10][CH:11]=[CH:12][C:7]=2[N+:6]([O-:13])=[C:5]([NH:14][CH2:15][CH2:16][N:17]([CH3:27])[CH2:18][CH2:19][NH:20][C:21]([C:22]2[C:46]3[C:41](=[N:40][C:39]4[C:48]([N:47]=3)=[CH:35][CH:36]=[CH:37][CH:38]=4)[CH:42]=[CH:43][CH:44]=2)=[O:26])[N:4]=1. The catalyst class is: 5. (6) Reactant: [OH:1][C:2]1[CH:3]=[C:4]([CH:7]=[CH:8][CH:9]=1)[C:5]#[N:6].Br[CH2:11][CH2:12][Cl:13].[OH-].[K+]. Product: [Cl:13][CH2:12][CH2:11][O:1][C:2]1[CH:3]=[C:4]([CH:7]=[CH:8][CH:9]=1)[C:5]#[N:6]. The catalyst class is: 8.